Dataset: NCI-60 drug combinations with 297,098 pairs across 59 cell lines. Task: Regression. Given two drug SMILES strings and cell line genomic features, predict the synergy score measuring deviation from expected non-interaction effect. (1) Drug 1: C1=CC(=CC=C1CCCC(=O)O)N(CCCl)CCCl. Drug 2: N.N.Cl[Pt+2]Cl. Cell line: OVCAR-4. Synergy scores: CSS=-2.44, Synergy_ZIP=-0.0554, Synergy_Bliss=-1.85, Synergy_Loewe=-2.52, Synergy_HSA=-2.59. (2) Drug 1: CC12CCC3C(C1CCC2O)C(CC4=C3C=CC(=C4)O)CCCCCCCCCS(=O)CCCC(C(F)(F)F)(F)F. Drug 2: C1C(C(OC1N2C=NC(=NC2=O)N)CO)O. Cell line: NCI-H226. Synergy scores: CSS=-2.35, Synergy_ZIP=1.74, Synergy_Bliss=-1.34, Synergy_Loewe=-6.84, Synergy_HSA=-4.84. (3) Drug 1: CN1C2=C(C=C(C=C2)N(CCCl)CCCl)N=C1CCCC(=O)O.Cl. Drug 2: C1=NNC2=C1C(=O)NC=N2. Cell line: OVCAR-4. Synergy scores: CSS=1.80, Synergy_ZIP=-2.85, Synergy_Bliss=-2.73, Synergy_Loewe=-0.810, Synergy_HSA=-0.629. (4) Drug 1: C1=NC2=C(N1)C(=S)N=C(N2)N. Drug 2: C(=O)(N)NO. Cell line: KM12. Synergy scores: CSS=24.6, Synergy_ZIP=-15.0, Synergy_Bliss=-18.7, Synergy_Loewe=-48.3, Synergy_HSA=-17.2. (5) Drug 1: CC1CCC2CC(C(=CC=CC=CC(CC(C(=O)C(C(C(=CC(C(=O)CC(OC(=O)C3CCCCN3C(=O)C(=O)C1(O2)O)C(C)CC4CCC(C(C4)OC)OCCO)C)C)O)OC)C)C)C)OC. Cell line: NCI/ADR-RES. Synergy scores: CSS=3.42, Synergy_ZIP=1.60, Synergy_Bliss=5.59, Synergy_Loewe=-16.4, Synergy_HSA=-0.841. Drug 2: C(CC(=O)O)C(=O)CN.Cl.